Predict the reactants needed to synthesize the given product. From a dataset of Full USPTO retrosynthesis dataset with 1.9M reactions from patents (1976-2016). Given the product [C:4]([O:3][C:1](=[O:2])[N:8]([CH:9]1[CH2:14][CH2:13][CH:12]([NH:15][CH2:16][C:17]2[CH:18]=[C:19]([C:30]3[CH:35]=[CH:34][C:33]([Cl:36])=[CH:32][CH:31]=3)[CH:20]=[CH:21][C:22]=2[O:23][CH3:24])[CH2:11][CH2:10]1)[CH3:28])([CH3:7])([CH3:6])[CH3:5], predict the reactants needed to synthesize it. The reactants are: [C:1]([N:8]([CH3:28])[CH:9]1[CH2:14][CH2:13][CH:12]([NH:15][CH2:16][C:17]2[CH:18]=[C:19](B(O)O)[CH:20]=[CH:21][C:22]=2[O:23][CH3:24])[CH2:11][CH2:10]1)([O:3][C:4]([CH3:7])([CH3:6])[CH3:5])=[O:2].Br[C:30]1[CH:35]=[CH:34][C:33]([Cl:36])=[CH:32][CH:31]=1.